Predict the product of the given reaction. From a dataset of Forward reaction prediction with 1.9M reactions from USPTO patents (1976-2016). (1) The product is: [CH2:22]([O:26][C:14](=[O:15])[C@H:13]([CH2:8][C:17]1[CH:18]=[CH:19][CH:20]=[CH:21][CH:22]=1)[NH2:11])[CH2:17][CH2:18][CH3:19]. Given the reactants Cl.N1([C:14](=[O:15])[C:13]2[N:11](C)C=N[C:8]=2N(C)C1=O)C.C([O-])(=O)[C:17]1[CH:22]=[CH:21][CH:20]=[CH:19][CH:18]=1.[Na+].[OH2:26], predict the reaction product. (2) Given the reactants [C:1]([C:3]1[CH:8]=[CH:7][CH:6]=[CH:5][C:4]=1[C:9]1[CH:14]=[CH:13][C:12]([CH2:15][C:16]2[C:17](=[O:43])[N:18]([C@H:29]3[CH2:34][CH2:33][C@H:32]([O:35][CH2:36][C:37](N(OC)C)=[O:38])[CH2:31][CH2:30]3)[C:19]3[N:20]([N:25]=[C:26]([CH3:28])[N:27]=3)[C:21]=2[CH2:22][CH2:23][CH3:24])=[CH:11][CH:10]=1)#[N:2].[CH2:44]([Mg]Br)[CH3:45].Cl, predict the reaction product. The product is: [CH3:28][C:26]1[N:27]=[C:19]2[N:18]([C@H:29]3[CH2:30][CH2:31][C@H:32]([O:35][CH2:36][C:37](=[O:38])[CH2:44][CH3:45])[CH2:33][CH2:34]3)[C:17](=[O:43])[C:16]([CH2:15][C:12]3[CH:13]=[CH:14][C:9]([C:4]4[C:3]([C:1]#[N:2])=[CH:8][CH:7]=[CH:6][CH:5]=4)=[CH:10][CH:11]=3)=[C:21]([CH2:22][CH2:23][CH3:24])[N:20]2[N:25]=1. (3) Given the reactants [Sn](Cl)Cl.[Cl:4][C:5]1[CH:10]=[C:9]([N+:11]([O-])=O)[C:8]([F:14])=[CH:7][C:6]=1[Cl:15].C(=O)(O)[O-].[Na+], predict the reaction product. The product is: [Cl:15][C:6]1[C:5]([Cl:4])=[CH:10][C:9]([NH2:11])=[C:8]([F:14])[CH:7]=1. (4) Given the reactants [C:1]([O:5][C:6]([N:8]1[CH2:13][CH2:12][C:11](=O)[CH2:10][CH2:9]1)=[O:7])([CH3:4])([CH3:3])[CH3:2].[F:15][C:16]([F:25])([F:24])[C:17]1[CH:23]=[CH:22][C:20]([NH2:21])=[CH:19][CH:18]=1, predict the reaction product. The product is: [C:1]([O:5][C:6]([N:8]1[CH2:13][CH2:12][CH:11]([NH:21][C:20]2[CH:22]=[CH:23][C:17]([C:16]([F:15])([F:24])[F:25])=[CH:18][CH:19]=2)[CH2:10][CH2:9]1)=[O:7])([CH3:4])([CH3:3])[CH3:2]. (5) Given the reactants [C:1]([O:7][C:8]([CH3:20])([CH:10]1[C:19]2[C:14](=[CH:15][CH:16]=[CH:17][CH:18]=2)[CH2:13][CH2:12][NH:11]1)[CH3:9])(=[O:6])[C:2]([CH3:5])([CH3:4])[CH3:3].[Cl:21][CH2:22][C:23](Cl)=[O:24], predict the reaction product. The product is: [C:1]([O:7][C:8]([CH:10]1[C:19]2[C:14](=[CH:15][CH:16]=[CH:17][CH:18]=2)[CH2:13][CH2:12][N:11]1[C:23](=[O:24])[CH2:22][Cl:21])([CH3:20])[CH3:9])(=[O:6])[C:2]([CH3:5])([CH3:3])[CH3:4]. (6) Given the reactants [CH2:1]([N:8]1[C:16]2[C:11](=[CH:12][C:13]([C:17]3[CH:22]=[CH:21][CH:20]=[C:19]([O:23][C:24]([F:27])([F:26])[F:25])[CH:18]=3)=[CH:14][CH:15]=2)[C:10]([C:28](=[O:41])[C:29]([N:31]([CH3:40])[CH2:32][C:33]([O:35]C(C)(C)C)=[O:34])=[O:30])=[CH:9]1)[C:2]1[CH:7]=[CH:6][CH:5]=[CH:4][CH:3]=1.C(N1C2C(=CC(C3C=CC(OC(F)(F)F)=CC=3)=CC=2)C(C(=O)C(NCC(O)=O)=O)=C1)C1C=CC=CC=1.O.ON1C2C=CC=CC=2N=N1.C(N(CC)CC)C.C1(N=C=NC2CCCCC2)CCCCC1, predict the reaction product. The product is: [CH2:1]([N:8]1[C:16]2[C:11](=[CH:12][C:13]([C:17]3[CH:22]=[CH:21][CH:20]=[C:19]([O:23][C:24]([F:25])([F:26])[F:27])[CH:18]=3)=[CH:14][CH:15]=2)[C:10]([C:28](=[O:41])[C:29]([N:31]([CH3:40])[CH2:32][C:33]([OH:35])=[O:34])=[O:30])=[CH:9]1)[C:2]1[CH:3]=[CH:4][CH:5]=[CH:6][CH:7]=1. (7) Given the reactants [Cl:1][C:2]1[CH:6]=[CH:5][NH:4][C:3]=1[C:7]([OH:9])=[O:8].C(N(CC)CC)C.[CH2:17](Br)[C:18]1[CH:23]=[CH:22][CH:21]=[CH:20][CH:19]=1, predict the reaction product. The product is: [Cl:1][C:2]1[CH:6]=[CH:5][NH:4][C:3]=1[C:7]([O:9][CH2:17][C:18]1[CH:23]=[CH:22][CH:21]=[CH:20][CH:19]=1)=[O:8].